This data is from Forward reaction prediction with 1.9M reactions from USPTO patents (1976-2016). The task is: Predict the product of the given reaction. (1) Given the reactants Cl.[CH3:2][NH:3][CH3:4].C(N(CC)CC)C.[CH3:12][O:13][C:14]1[CH:22]=[C:21]2[C:17]([C:18](=[O:23])[CH2:19][CH2:20]2)=[CH:16][C:15]=1[C:24]([OH:26])=O.C1C=CC2N(O)N=NC=2C=1.CCN=C=NCCCN(C)C, predict the reaction product. The product is: [CH3:2][N:3]([CH3:4])[C:24]([C:15]1[CH:16]=[C:17]2[C:21](=[CH:22][C:14]=1[O:13][CH3:12])[CH2:20][CH2:19][C:18]2=[O:23])=[O:26]. (2) Given the reactants C([N:8]1[CH2:12][CH2:11][C@@H:10]([NH2:13])[CH2:9]1)(OC(C)(C)C)=O.Cl[C:15]1[C:16]([C:22]#[N:23])=[N:17][CH:18]=[C:19](Cl)[N:20]=1.CCN(C(C)C)C(C)C.[NH2:33][C:34]1[CH:35]=[N:36][C:37]2[C:42]([CH:43]=1)=[CH:41][CH:40]=[CH:39][CH:38]=2.C([O-])([O-])=[O:45].[Cs+].[Cs+].C1C=CC(P(C2C(C3C(P(C4C=CC=CC=4)C4C=CC=CC=4)=CC=C4C=3C=CC=C4)=C3C(C=CC=C3)=CC=2)C2C=CC=CC=2)=CC=1, predict the reaction product. The product is: [NH:8]1[CH2:12][CH2:11][C@@H:10]([NH:13][C:19]2[N:20]=[C:15]([NH:33][C:34]3[CH:35]=[N:36][C:37]4[C:42]([CH:43]=3)=[CH:41][CH:40]=[CH:39][CH:38]=4)[C:16]([C:22]([NH2:23])=[O:45])=[N:17][CH:18]=2)[CH2:9]1.